Predict the reactants needed to synthesize the given product. From a dataset of Full USPTO retrosynthesis dataset with 1.9M reactions from patents (1976-2016). (1) Given the product [Br:1][C:2]1[CH:18]=[CH:17][C:5]([N:6]([CH:11]2[CH2:16][CH2:15][CH2:14][CH2:13][CH2:12]2)[CH2:7][C:8](=[O:31])[CH3:9])=[C:4]([N+:19]([O-:21])=[O:20])[CH:3]=1, predict the reactants needed to synthesize it. The reactants are: [Br:1][C:2]1[CH:18]=[CH:17][C:5]([N:6]([CH:11]2[CH2:16][CH2:15][CH2:14][CH2:13][CH2:12]2)[CH2:7][C:8](C)=[CH2:9])=[C:4]([N+:19]([O-:21])=[O:20])[CH:3]=1.N1C(C)=CC=CC=1C.I([O-])(=O)(=O)=[O:31].[Na+]. (2) Given the product [C:1]([C:3]1[CH:4]=[C:5]([C:22]2[C:32]([C:33]([N:55]3[CH2:59][CH2:58][CH2:57][C@H:56]3[C:60]([NH2:62])=[O:61])=[O:45])=[C:24]([F:31])[CH:25]=[CH:26][CH:27]=2)[CH:6]=[CH:7][C:8]=1[O:9][CH2:10][CH:11]1[CH2:12][CH2:13][N:14]([CH2:17][C:18]([F:21])([CH3:20])[CH3:19])[CH2:15][CH2:16]1)#[N:2], predict the reactants needed to synthesize it. The reactants are: [C:1]([C:3]1[CH:4]=[C:5]([C:22]2[CH:27]=[CH:26][C:25](C(O)=O)=[C:24]([F:31])C=2)[CH:6]=[CH:7][C:8]=1[O:9][CH2:10][CH:11]1[CH2:16][CH2:15][N:14]([CH2:17][C:18]([F:21])([CH3:20])[CH3:19])[CH2:13][CH2:12]1)#[N:2].[CH2:32](Cl)[CH2:33]Cl.C1C=CC2N([OH:45])N=NC=2C=1.CCN(C(C)C)C(C)C.[NH:55]1[CH2:59][CH2:58][CH2:57][C@H:56]1[C:60]([NH2:62])=[O:61]. (3) Given the product [O:34]=[C:33]1[NH:2][CH:3]([C:4]2[CH:11]=[CH:10][C:7]([C:8]#[N:9])=[CH:6][C:5]=2[S:12]([CH3:15])(=[O:14])=[O:13])[C:16]2[C:20](=[O:21])[CH2:19][CH2:18][C:17]=2[N:22]1[C:23]1[CH:28]=[CH:27][N:26]=[C:25]([C:29]([F:32])([F:31])[F:30])[CH:24]=1, predict the reactants needed to synthesize it. The reactants are: Cl.[NH2:2][CH:3]([C:16]1[C:20](=[O:21])[CH2:19][CH2:18][C:17]=1[NH:22][C:23]1[CH:28]=[CH:27][N:26]=[C:25]([C:29]([F:32])([F:31])[F:30])[CH:24]=1)[C:4]1[CH:11]=[CH:10][C:7]([C:8]#[N:9])=[CH:6][C:5]=1[S:12]([CH3:15])(=[O:14])=[O:13].[C:33](N1C=CN=C1)(N1C=CN=C1)=[O:34].C(N(CC)CC)C. (4) Given the product [Cl:1][C:2]1[N:7]=[C:6]([NH:10][C:11]2[CH:12]=[C:13]([NH:17][C:18](=[O:20])[CH3:19])[CH:14]=[CH:15][CH:16]=2)[C:5]([F:9])=[CH:4][N:3]=1, predict the reactants needed to synthesize it. The reactants are: [Cl:1][C:2]1[N:7]=[C:6](Cl)[C:5]([F:9])=[CH:4][N:3]=1.[NH2:10][C:11]1[CH:12]=[C:13]([NH:17][C:18](=[O:20])[CH3:19])[CH:14]=[CH:15][CH:16]=1.CCN(C(C)C)C(C)C. (5) Given the product [O:7]([C:11]1[C:16]([CH:17]=[CH:18][C:19]([OH:21])=[O:20])=[CH:15][CH:14]=[C:13]([C:22]([F:23])([F:25])[F:24])[N:12]=1)[C:1]1[CH:6]=[CH:5][CH:4]=[CH:3][CH:2]=1, predict the reactants needed to synthesize it. The reactants are: [C:1]1([OH:7])[CH:6]=[CH:5][CH:4]=[CH:3][CH:2]=1.[H-].[Na+].Cl[C:11]1[C:16]([CH:17]=[CH:18][C:19]([OH:21])=[O:20])=[CH:15][CH:14]=[C:13]([C:22]([F:25])([F:24])[F:23])[N:12]=1. (6) Given the product [CH3:25][O:26][CH:27]=[C:19]1[CH2:20][CH2:21][CH:16]([CH:13]2[CH2:14][CH2:15][CH:11]([CH2:8][CH2:9][CH3:10])[CH2:12]2)[CH2:17][CH2:18]1, predict the reactants needed to synthesize it. The reactants are: [Cl-].CC([O-])(C)C.[K+].[CH2:8]([CH:11]1[CH2:15][CH2:14][CH:13]([CH:16]2[CH2:21][CH2:20][C:19](=O)[CH2:18][CH2:17]2)[CH2:12]1)[CH2:9][CH3:10].C1[CH2:27][O:26][CH2:25]C1. (7) Given the product [CH2:1]([O:3][C:4]([C:5]1[C:30]2[C:25](=[CH:26][CH:27]=[C:28]([OH:31])[CH:29]=2)[N:13]([C:14]2[CH:15]=[CH:16][C:17]([O:20][CH:21]([CH3:22])[CH3:23])=[CH:18][CH:19]=2)[C:6]=1[CH2:7][C:8]([O:10][CH2:11][CH3:12])=[O:9])=[O:24])[CH3:2], predict the reactants needed to synthesize it. The reactants are: [CH2:1]([O:3][C:4](=[O:24])[CH:5]=[C:6]([NH:13][C:14]1[CH:19]=[CH:18][C:17]([O:20][CH:21]([CH3:23])[CH3:22])=[CH:16][CH:15]=1)[CH2:7][C:8]([O:10][CH2:11][CH3:12])=[O:9])[CH3:2].[C:25]1(=O)[CH:30]=[CH:29][C:28](=[O:31])[CH:27]=[CH:26]1. (8) The reactants are: [Cl-].[Na+].[O:3]=[CH:4][C@@H:5]([C@H:7]([C@@H:9]([C@@H:11]([CH2:13][OH:14])[OH:12])[OH:10])[OH:8])[OH:6].[OH:15][CH2:16][C:17]([C@H:19]([C@@H:21]([C@@H:23]([CH2:25][OH:26])[OH:24])[OH:22])[OH:20])=[O:18].Cl. Given the product [OH:3][CH2:4][C:5]([C@H:7]([C@@H:9]([C@@H:11]([CH2:13][OH:14])[OH:12])[OH:10])[OH:8])=[O:6].[O:15]=[CH:16][C@@H:17]([C@H:19]([C@@H:21]([C@@H:23]([CH2:25][OH:26])[OH:24])[OH:22])[OH:20])[OH:18], predict the reactants needed to synthesize it. (9) Given the product [C:11]([O:15][C:16]([N:18]1[CH2:22][C@@H:21]([O:23][Si:24]([C:27]([CH3:30])([CH3:29])[CH3:28])([CH3:26])[CH3:25])[CH2:20][C@H:19]1[CH:31]=[O:32])=[O:17])([CH3:14])([CH3:13])[CH3:12], predict the reactants needed to synthesize it. The reactants are: CS(C)=O.C(Cl)(=O)C(Cl)=O.[C:11]([O:15][C:16]([N:18]1[CH2:22][C@@H:21]([O:23][Si:24]([C:27]([CH3:30])([CH3:29])[CH3:28])([CH3:26])[CH3:25])[CH2:20][C@H:19]1[CH2:31][OH:32])=[O:17])([CH3:14])([CH3:13])[CH3:12].C(N(CC)CC)C.